From a dataset of Catalyst prediction with 721,799 reactions and 888 catalyst types from USPTO. Predict which catalyst facilitates the given reaction. (1) Reactant: Cl.Cl.[N+:3]([C:6]1[CH:12]=[C:11]([C:13]2[CH:14]=[CH:15][C:16]3[O:22][CH2:21][CH2:20][NH:19][CH2:18][C:17]=3[CH:23]=2)[CH:10]=[CH:9][C:7]=1[NH2:8])([O-:5])=[O:4].Cl[C:25]1[C:34]2[C:29](=[CH:30][CH:31]=[CH:32][CH:33]=2)[N:28]=[C:27]([CH3:35])[N:26]=1.C(N(C(C)C)CC)(C)C.O. Product: [CH3:35][C:27]1[N:26]=[C:25]([N:19]2[CH2:18][C:17]3[CH:23]=[C:13]([C:11]4[CH:10]=[CH:9][C:7]([NH2:8])=[C:6]([N+:3]([O-:5])=[O:4])[CH:12]=4)[CH:14]=[CH:15][C:16]=3[O:22][CH2:21][CH2:20]2)[C:34]2[C:29](=[CH:30][CH:31]=[CH:32][CH:33]=2)[N:28]=1. The catalyst class is: 140. (2) Reactant: [C:1]([O:5][C:6]([NH:8][C@:9]1([C:15]([O:17][CH2:18][CH3:19])=[O:16])[CH2:11][C@H:10]1[CH2:12][CH2:13][OH:14])=[O:7])([CH3:4])([CH3:3])[CH3:2].CC(OI1(OC(C)=O)(OC(C)=O)OC(=O)C2C=CC=CC1=2)=O. Product: [C:1]([O:5][C:6]([NH:8][C@:9]1([C:15]([O:17][CH2:18][CH3:19])=[O:16])[CH2:11][C@H:10]1[CH2:12][CH:13]=[O:14])=[O:7])([CH3:3])([CH3:4])[CH3:2]. The catalyst class is: 2. (3) Reactant: P(Cl)(Cl)(Cl)=O.CN([CH:9]=[O:10])C.[CH3:11][O:12][C:13]([C:15]1[C:16]2[CH:17]=[C:18]([C:24]3[CH:29]=[CH:28][C:27]([Cl:30])=[CH:26][CH:25]=3)[NH:19][C:20]=2[CH:21]=[CH:22][CH:23]=1)=[O:14]. Product: [CH3:11][O:12][C:13]([C:15]1[C:16]2[C:17]([CH:9]=[O:10])=[C:18]([C:24]3[CH:29]=[CH:28][C:27]([Cl:30])=[CH:26][CH:25]=3)[NH:19][C:20]=2[CH:21]=[CH:22][CH:23]=1)=[O:14]. The catalyst class is: 2. (4) Reactant: C([O:4][C:5]1[C:10]([C:11]#[C:12][C:13]2[CH:18]=[CH:17][C:16]([F:19])=[CH:15][CH:14]=2)=[CH:9][C:8]([Br:20])=[C:7]([Cl:21])[N:6]=1)(=O)C.C([O-])([O-])=O.[K+].[K+]. Product: [Br:20][C:8]1[CH:9]=[C:10]([C:11]#[C:12][C:13]2[CH:18]=[CH:17][C:16]([F:19])=[CH:15][CH:14]=2)[C:5]([OH:4])=[N:6][C:7]=1[Cl:21]. The catalyst class is: 5. (5) Reactant: Cl.[NH2:2][C:3]1[N:32]=[C:6]2[N:7]([C:22]3[CH:27]=[CH:26][CH:25]=[C:24]([C:28]([F:31])([F:30])[F:29])[CH:23]=3)[C:8]([CH3:21])=[C:9]([C:19]#[N:20])[C@@H:10]([C:11]3[CH:16]=[CH:15][C:14]([C:17]#[N:18])=[CH:13][CH:12]=3)[N:5]2[N:4]=1.[C:33](Cl)(=[O:38])[CH2:34][CH:35]([CH3:37])[CH3:36]. Product: [C:19]([C:9]1[C@@H:10]([C:11]2[CH:16]=[CH:15][C:14]([C:17]#[N:18])=[CH:13][CH:12]=2)[N:5]2[N:4]=[C:3]([NH:2][C:33](=[O:38])[CH2:34][CH:35]([CH3:37])[CH3:36])[N:32]=[C:6]2[N:7]([C:22]2[CH:27]=[CH:26][CH:25]=[C:24]([C:28]([F:29])([F:31])[F:30])[CH:23]=2)[C:8]=1[CH3:21])#[N:20]. The catalyst class is: 17.